Dataset: Full USPTO retrosynthesis dataset with 1.9M reactions from patents (1976-2016). Task: Predict the reactants needed to synthesize the given product. (1) The reactants are: [CH:1]1[C:6]([C:7]2[CH:12]=[CH:11][C:10]3[C:13]([O:15][C:16](=O)[C:9]=3[CH:8]=2)=[O:14])=[CH:5][C:4]2[C:18]([O:20][C:21](=O)[C:3]=2[CH:2]=1)=[O:19].[H-].[Al+3].[Li+].[H-].[H-].[H-]. Given the product [OH:15][CH2:16][C:9]1[CH:8]=[C:7]([C:6]2[CH:1]=[CH:2][C:3]([CH2:21][OH:20])=[C:4]([CH2:18][OH:19])[CH:5]=2)[CH:12]=[CH:11][C:10]=1[CH2:13][OH:14], predict the reactants needed to synthesize it. (2) Given the product [CH3:1][C:2]1[CH:9]=[CH:8][C:5]([CH2:6][C:16]([CH2:15][CH2:14][C:13]([F:12])([F:21])[F:22])([C:17]#[N:18])[C:19]#[N:20])=[CH:4][CH:3]=1, predict the reactants needed to synthesize it. The reactants are: [CH3:1][C:2]1[CH:9]=[CH:8][C:5]([CH2:6]Br)=[CH:4][CH:3]=1.[H-].[Na+].[F:12][C:13]([F:22])([F:21])[CH2:14][CH2:15][CH:16]([C:19]#[N:20])[C:17]#[N:18]. (3) Given the product [Cl:26][C:21]1[CH:20]=[C:19]([N:18]2[C:9]3=[CH:10][CH2:11][CH2:12][CH2:13][C:8]3([CH2:7][C:6]3[CH:27]=[CH:28][C:3]([C:1]#[N:2])=[CH:4][CH:5]=3)[NH:15][C:16]2=[O:17])[CH:24]=[C:23]([Cl:25])[CH:22]=1, predict the reactants needed to synthesize it. The reactants are: [C:1]([C:3]1[CH:28]=[CH:27][C:6]([CH2:7][C:8]2([NH:15][C:16]([NH:18][C:19]3[CH:24]=[C:23]([Cl:25])[CH:22]=[C:21]([Cl:26])[CH:20]=3)=[O:17])[CH2:13][CH2:12][CH2:11][CH2:10][C:9]2=O)=[CH:5][CH:4]=1)#[N:2].C([O-])([O-])=O.[K+].[K+]. (4) The reactants are: Cl.C[O:3][C:4](=[O:8])[CH2:5][CH2:6][NH2:7].[H-].[Na+].Br[CH2:12][C:13]1[CH:14]=[CH:15][C:16]2[O:20][C:19]([C:21]3[CH:26]=[CH:25][C:24]([C:27]4[CH:32]=[CH:31][CH:30]=[CH:29][CH:28]=4)=[C:23]([C:33]([F:36])([F:35])[F:34])[CH:22]=3)=[N:18][C:17]=2[CH:37]=1.[Li+].[OH-]. Given the product [F:35][C:33]([F:34])([F:36])[C:23]1[CH:22]=[C:21]([C:19]2[O:20][C:16]3[CH:15]=[CH:14][C:13]([CH2:12][NH:7][CH2:6][CH2:5][C:4]([OH:3])=[O:8])=[CH:37][C:17]=3[N:18]=2)[CH:26]=[CH:25][C:24]=1[C:27]1[CH:32]=[CH:31][CH:30]=[CH:29][CH:28]=1, predict the reactants needed to synthesize it. (5) Given the product [CH3:1][C:2]1[C:6]([CH3:7])=[C:5]([NH:8][C:9]([N:31]2[CH2:30][CH2:29][CH:28]([C:26]3[O:27][C:23]([C:17]4[CH:22]=[CH:21][CH:20]=[CH:19][CH:18]=4)=[N:24][N:25]=3)[CH2:33][CH2:32]2)=[O:16])[O:4][N:3]=1, predict the reactants needed to synthesize it. The reactants are: [CH3:1][C:2]1[C:6]([CH3:7])=[C:5]([NH:8][C:9](=[O:16])OCC(Cl)(Cl)Cl)[O:4][N:3]=1.[C:17]1([C:23]2[O:27][C:26]([CH:28]3[CH2:33][CH2:32][NH:31][CH2:30][CH2:29]3)=[N:25][N:24]=2)[CH:22]=[CH:21][CH:20]=[CH:19][CH:18]=1.C(N(C(C)C)CC)(C)C.CS(C)=O. (6) The reactants are: [Br:1][C:2]1[CH:10]=[C:9]([CH3:11])[C:5]([C:6]([OH:8])=O)=[C:4]([CH3:12])[CH:3]=1.S(Cl)(Cl)=O.CCN(C(C)C)C(C)C.Cl.[NH2:27][C:28]1([C:31]([O:33][CH2:34][CH3:35])=[O:32])[CH2:30][CH2:29]1. Given the product [CH2:34]([O:33][C:31]([C:28]1([NH:27][C:6](=[O:8])[C:5]2[C:4]([CH3:12])=[CH:3][C:2]([Br:1])=[CH:10][C:9]=2[CH3:11])[CH2:30][CH2:29]1)=[O:32])[CH3:35], predict the reactants needed to synthesize it. (7) Given the product [O:25]1[CH2:26][CH2:27][N:22]([C:4]2[C:5]3[O:10][C:9]([CH2:11][N:12]4[CH2:17][CH2:16][N:15]([S:18]([CH3:21])(=[O:20])=[O:19])[CH2:14][CH2:13]4)=[CH:8][C:6]=3[N:7]=[C:2]([C:30]3[CH:29]=[N:28][CH:33]=[CH:32][CH:31]=3)[N:3]=2)[CH2:23][CH2:24]1, predict the reactants needed to synthesize it. The reactants are: Cl[C:2]1[N:3]=[C:4]([N:22]2[CH2:27][CH2:26][O:25][CH2:24][CH2:23]2)[C:5]2[O:10][C:9]([CH2:11][N:12]3[CH2:17][CH2:16][N:15]([S:18]([CH3:21])(=[O:20])=[O:19])[CH2:14][CH2:13]3)=[CH:8][C:6]=2[N:7]=1.[N:28]1[CH:33]=[CH:32][CH:31]=[C:30](B(O)O)[CH:29]=1.